The task is: Predict the reaction yield, written as a fraction of the theoretical maximum amount of product (1.0 means a 100% yield; for example, 0.34 means a 34% yield).. This data is from Reaction yield outcomes from USPTO patents with 853,638 reactions. The reactants are [F:1][C:2]([F:39])([F:38])[C:3]1[CH:4]=[C:5]([S:9]([N:12]([C:26]2[CH:31]=[CH:30][CH:29]=[CH:28][C:27]=2/[CH:32]=[CH:33]/[C:34]([O:36][CH3:37])=[O:35])S(C2C=CC=C(C(F)(F)F)C=2)(=O)=O)(=[O:11])=[O:10])[CH:6]=[CH:7][CH:8]=1.[F-].C([N+](CCCC)(CCCC)CCCC)CCC. The catalyst is C1COCC1. The product is [F:39][C:2]([F:1])([F:38])[C:3]1[CH:4]=[C:5]([S:9]([NH:12][C:26]2[CH:31]=[CH:30][CH:29]=[CH:28][C:27]=2/[CH:32]=[CH:33]/[C:34]([O:36][CH3:37])=[O:35])(=[O:11])=[O:10])[CH:6]=[CH:7][CH:8]=1. The yield is 0.590.